This data is from Retrosynthesis with 50K atom-mapped reactions and 10 reaction types from USPTO. The task is: Predict the reactants needed to synthesize the given product. Given the product CC(C)(C)c1ccc(S(=O)(=O)NCc2ccc(C(=O)Nc3ccc(F)nc3)cc2)cc1, predict the reactants needed to synthesize it. The reactants are: CC(C)(C)c1ccc(S(=O)(=O)NCc2ccc(C(=O)O)cc2)cc1.Nc1ccc(F)nc1.